This data is from Forward reaction prediction with 1.9M reactions from USPTO patents (1976-2016). The task is: Predict the product of the given reaction. (1) Given the reactants [NH2:1][C:2]1[C:7](/[CH:8]=[CH:9]/[C:10]([OH:12])=O)=[CH:6][C:5]([Cl:13])=[CH:4][N:3]=1.[CH2:14]([NH2:21])[C:15]1[CH:20]=[CH:19][CH:18]=[CH:17][CH:16]=1, predict the reaction product. The product is: [NH2:1][C:2]1[C:7](/[CH:8]=[CH:9]/[C:10]([NH:21][CH2:14][C:15]2[CH:20]=[CH:19][CH:18]=[CH:17][CH:16]=2)=[O:12])=[CH:6][C:5]([Cl:13])=[CH:4][N:3]=1. (2) Given the reactants [Cr:1].[C:2]([O-:13])(=[O:12])[C:3]1[CH:11]=[CH:10][C:6]([C:7]([O-:9])=[O:8])=[CH:5][CH:4]=1.[C:14]([OH:25])(=[O:24])[C:15]1[CH:23]=[CH:22][C:18]([C:19]([OH:21])=[O:20])=[CH:17][CH:16]=1.[N+]([O-])([O-])=O.[Cr+3].[N+]([O-])([O-])=O.[N+]([O-])([O-])=O.F.O, predict the reaction product. The product is: [C:2]([O-:13])(=[O:12])[C:3]1[CH:11]=[CH:10][C:6]([C:7]([O-:9])=[O:8])=[CH:5][CH:4]=1.[Cr+3:1].[C:14]([O-:25])(=[O:24])[C:15]1[CH:23]=[CH:22][C:18]([C:19]([O-:21])=[O:20])=[CH:17][CH:16]=1.[C:2]([O-:13])(=[O:12])[C:3]1[CH:11]=[CH:10][C:6]([C:7]([O-:9])=[O:8])=[CH:5][CH:4]=1.[Cr+3:1]. (3) Given the reactants C(S[C:4]1[CH:9]=[CH:8][C:7]([C:10]2[CH:15]=[C:14]([C:16]([F:19])([F:18])[F:17])[CH:13]=[CH:12][C:11]=2[CH2:20][CH2:21][C:22]([O:24]C)=[O:23])=[C:6](C)[CH:5]=1)C.[C:27](C1C=C(B(O)O)C=CC=1)#[N:28], predict the reaction product. The product is: [C:27]([C:9]1[CH:8]=[C:7]([C:10]2[CH:15]=[C:14]([C:16]([F:19])([F:17])[F:18])[CH:13]=[CH:12][C:11]=2[CH2:20][CH2:21][C:22]([OH:24])=[O:23])[CH:6]=[CH:5][CH:4]=1)#[N:28]. (4) Given the reactants [CH3:1][CH2:2][C:3]1[CH:8]=[CH:7][C:6]([N:9]2[C:14](=[O:15])[C:13]3[S:16][C:17]4[C:22]([C:12]=3[N:11]=[CH:10]2)=[C:21]([N:23]([CH3:25])[CH3:24])[CH:20]=[CH:19][N:18]=4)=[CH:5][CH:4]=1.[OH:26]O, predict the reaction product. The product is: [CH3:24][N:23]([CH3:25])[C:21]1[CH:20]=[CH:19][N+:18]([O-:26])=[C:17]2[S:16][C:13]3[C:14](=[O:15])[N:9]([C:6]4[CH:5]=[CH:4][C:3]([CH2:2][CH3:1])=[CH:8][CH:7]=4)[CH:10]=[N:11][C:12]=3[C:22]=12. (5) Given the reactants [N+:1]([C:4]1[N:5]([CH2:9][C:10]#[CH:11])[CH:6]=[CH:7][N:8]=1)([O-:3])=[O:2].[N:12]([CH:15]([CH2:18][F:19])[CH2:16][OH:17])=[N+:13]=[N-:14], predict the reaction product. The product is: [F:19][CH2:18][CH:15]([N:12]1[CH:11]=[C:10]([CH2:9][N:5]2[CH:6]=[CH:7][N:8]=[C:4]2[N+:1]([O-:3])=[O:2])[N:14]=[N:13]1)[CH2:16][OH:17]. (6) Given the reactants [F:1][C:2]([F:7])([F:6])[C:3]([OH:5])=[O:4].[CH2:8]([N:10](C)[C:11]1[N:16]=[CH:15][C:14]([C:17]2[CH:18]=[C:19]3[C:23](=[C:24]([C:26]([NH2:28])=[O:27])[CH:25]=2)[NH:22][CH:21]=[C:20]3[CH:29]2[CH2:34][CH2:33][N:32]([S:35]([CH2:38][CH3:39])(=[O:37])=[O:36])[CH2:31][CH2:30]2)=[CH:13][CH:12]=1)[CH3:9].[CH3:41]NC, predict the reaction product. The product is: [F:1][C:2]([F:7])([F:6])[C:3]([OH:5])=[O:4].[CH2:38]([S:35]([N:32]1[CH2:31][CH2:30][CH:29]([C:20]2[C:19]3[C:23](=[C:24]([C:26]([NH2:28])=[O:27])[CH:25]=[C:17]([C:14]4[CH:15]=[N:16][C:11]([NH:10][CH:8]([CH3:41])[CH3:9])=[CH:12][CH:13]=4)[CH:18]=3)[NH:22][CH:21]=2)[CH2:34][CH2:33]1)(=[O:36])=[O:37])[CH3:39].